Task: Predict the reactants needed to synthesize the given product.. Dataset: Full USPTO retrosynthesis dataset with 1.9M reactions from patents (1976-2016) (1) Given the product [C:1]([C:5]1[CH:32]=[CH:31][CH:30]=[CH:29][C:6]=1[O:7][C:8]1[C:13]([NH:14][C:15]2[S:19][C:18]([C:20]([CH3:27])([CH3:28])[CH2:21][CH2:22][C:23]([OH:25])=[O:24])=[N:17][N:16]=2)=[CH:12][CH:11]=[CH:10][N:9]=1)([CH3:2])([CH3:3])[CH3:4], predict the reactants needed to synthesize it. The reactants are: [C:1]([C:5]1[CH:32]=[CH:31][CH:30]=[CH:29][C:6]=1[O:7][C:8]1[C:13]([NH:14][C:15]2[S:19][C:18]([C:20]([CH3:28])([CH3:27])[CH2:21][CH2:22][C:23]([O:25]C)=[O:24])=[N:17][N:16]=2)=[CH:12][CH:11]=[CH:10][N:9]=1)([CH3:4])([CH3:3])[CH3:2].O.[OH-].[Li+].[Cl-].[NH4+]. (2) Given the product [CH3:1][N:2]([CH3:11])[CH2:3]/[CH:4]=[C:5](\[CH3:10])/[C:6]([O-:8])=[O:7].[Li+:12], predict the reactants needed to synthesize it. The reactants are: [CH3:1][N:2]([CH3:11])[CH2:3]/[CH:4]=[C:5](\[CH3:10])/[C:6]([O:8]C)=[O:7].[Li+:12].[OH-]. (3) Given the product [NH2:31][C:27]1[N:28]=[CH:29][N:30]=[C:25]([NH:1][C@H:2]([C:4]2[N:5]([CH:21]3[CH2:23][CH2:22]3)[C:6](=[O:20])[C:7]3[C:12]([CH:13]=2)=[CH:11][CH:10]=[CH:9][C:8]=3[C:14]2[CH:15]=[N:16][N:17]([CH3:19])[CH:18]=2)[CH3:3])[C:26]=1[C:32]1[O:36][N:35]=[C:34]([CH3:37])[N:33]=1, predict the reactants needed to synthesize it. The reactants are: [NH2:1][C@H:2]([C:4]1[N:5]([CH:21]2[CH2:23][CH2:22]2)[C:6](=[O:20])[C:7]2[C:12]([CH:13]=1)=[CH:11][CH:10]=[CH:9][C:8]=2[C:14]1[CH:15]=[N:16][N:17]([CH3:19])[CH:18]=1)[CH3:3].Cl[C:25]1[N:30]=[CH:29][N:28]=[C:27]([NH2:31])[C:26]=1[C:32]1[O:36][N:35]=[C:34]([CH3:37])[N:33]=1.O. (4) Given the product [N+:16]([C:19]1[CH:20]=[CH:21][C:22]([C:23]([O:15][C@H:5]2[CH2:6][C:7]3[C:12](=[CH:11][C:10]([O:13][CH3:14])=[CH:9][CH:8]=3)[C@H:4]2[N:1]=[N+:2]=[N-:3])=[O:24])=[CH:26][CH:27]=1)([O-:18])=[O:17], predict the reactants needed to synthesize it. The reactants are: [N:1]([C@@H:4]1[C:12]2[C:7](=[CH:8][CH:9]=[C:10]([O:13][CH3:14])[CH:11]=2)[CH2:6][C@H:5]1[OH:15])=[N+:2]=[N-:3].[N+:16]([C:19]1[CH:27]=[CH:26][C:22]([C:23](O)=[O:24])=[CH:21][CH:20]=1)([O-:18])=[O:17].C1(P(C2C=CC=CC=2)C2C=CC=CC=2)C=CC=CC=1.CCOC(/N=N/C(OCC)=O)=O.C(=O)(O)[O-].[Na+]. (5) Given the product [C:13]([C:10]1[N:9]=[C:8]([O:17][CH3:18])[C:7]([CH2:6][N:33]2[C:34](=[O:35])[C:29]([O:28][C:26]3[CH:25]=[C:22]([CH:21]=[C:20]([Cl:19])[CH:27]=3)[C:23]#[N:24])=[C:30]([C:36]([F:39])([F:37])[F:38])[N:31]=[CH:32]2)=[CH:12][N:11]=1)([CH3:16])([CH3:15])[CH3:14], predict the reactants needed to synthesize it. The reactants are: CS(O[CH2:6][C:7]1[C:8]([O:17][CH3:18])=[N:9][C:10]([C:13]([CH3:16])([CH3:15])[CH3:14])=[N:11][CH:12]=1)(=O)=O.[Cl:19][C:20]1[CH:21]=[C:22]([CH:25]=[C:26]([O:28][C:29]2[C:34](=[O:35])[NH:33][CH:32]=[N:31][C:30]=2[C:36]([F:39])([F:38])[F:37])[CH:27]=1)[C:23]#[N:24].[Li+].[Br-].C(=O)([O-])[O-].[K+].[K+]. (6) Given the product [Br:17][C:18]1[CH:19]=[CH:20][C:21]([C:24]2[C:32]3[C:31](=[O:33])[NH:30][C:29]([C:34]([NH:98][CH2:97][C:93]4[CH:94]=[CH:95][CH:96]=[C:91]([O:90][CH2:89][CH2:88][O:87][C:84]5[N:85]=[CH:86][NH:82][N:83]=5)[CH:92]=4)=[O:36])=[N:28][C:27]=3[S:26][CH:25]=2)=[CH:22][CH:23]=1, predict the reactants needed to synthesize it. The reactants are: O=C1C2C(=CC=CC=2)N=C(C(OCC)=O)N1.[Br:17][C:18]1[CH:23]=[CH:22][C:21]([C:24]2[C:32]3[C:31](=[O:33])[NH:30][C:29]([C:34]([O:36]CC)=O)=[N:28][C:27]=3[S:26][CH:25]=2)=[CH:20][CH:19]=1.C1(C(C2C=CC=CC=2)(C2C=CC=CC=2)N2C=NC(CCCOC3C=C(CN)C=CN=3)=N2)C=CC=CC=1.C1(C(C2C=CC=CC=2)(C2C=CC=CC=2)[N:82]2[CH:86]=[N:85][C:84]([O:87][CH2:88][CH2:89][O:90][C:91]3[CH:92]=[C:93]([CH2:97][NH2:98])[CH:94]=[CH:95][CH:96]=3)=[N:83]2)C=CC=CC=1. (7) The reactants are: [Br:1][C:2]1[C:3]([CH3:14])=[N:4][NH:5][C:6]=1[C:7]1[CH:12]=[CH:11][C:10]([F:13])=[CH:9][CH:8]=1.[CH2:15]([O:22][CH2:23][C:24]1([CH2:28]O)[CH2:27][CH2:26][CH2:25]1)[C:16]1[CH:21]=[CH:20][CH:19]=[CH:18][CH:17]=1.C1(P(C2C=CC=CC=2)C2C=CC=CC=2)C=CC=CC=1.N(C(OC(C)C)=O)=NC(OC(C)C)=O. Given the product [CH2:15]([O:22][CH2:23][C:24]1([CH2:28][N:5]2[C:6]([C:7]3[CH:12]=[CH:11][C:10]([F:13])=[CH:9][CH:8]=3)=[C:2]([Br:1])[C:3]([CH3:14])=[N:4]2)[CH2:27][CH2:26][CH2:25]1)[C:16]1[CH:21]=[CH:20][CH:19]=[CH:18][CH:17]=1, predict the reactants needed to synthesize it. (8) Given the product [CH3:38][O:37][C:27]1[CH:26]=[C:25]([NH:24][C:21]2[S:22][CH:23]=[C:19]([CH2:18][C:17]([N:1]3[CH2:6][CH2:5][CH2:4][CH2:3][CH2:2]3)=[O:16])[N:20]=2)[CH:30]=[CH:29][C:28]=1[N:31]1[CH:35]=[C:34]([CH3:36])[N:33]=[CH:32]1, predict the reactants needed to synthesize it. The reactants are: [NH:1]1[CH2:6][CH2:5][CH2:4][CH2:3][CH2:2]1.CCCCCCC.C([O:16][C:17](=O)[CH2:18][C:19]1[N:20]=[C:21]([NH:24][C:25]2[CH:30]=[CH:29][C:28]([N:31]3[CH:35]=[C:34]([CH3:36])[N:33]=[CH:32]3)=[C:27]([O:37][CH3:38])[CH:26]=2)[S:22][CH:23]=1)C.O. (9) Given the product [C:1]([C:5]1[CH:6]=[C:7]([CH:41]=[O:42])[C:8]([O:39][CH3:40])=[C:9]([NH:11][C:12]([C:14]2[N:15]([CH3:38])[C:16]3[C:21]([CH:22]=2)=[CH:20][CH:19]=[CH:18][C:17]=3[CH2:23][N:24]2[CH2:29][CH2:28][N:27]([C:30]([C@@H:32]3[CH2:36][CH2:35][CH2:34][N:33]3[CH3:37])=[O:31])[CH2:26][CH2:25]2)=[O:13])[CH:10]=1)([CH3:4])([CH3:2])[CH3:3], predict the reactants needed to synthesize it. The reactants are: [C:1]([C:5]1[CH:6]=[C:7]([CH2:41][OH:42])[C:8]([O:39][CH3:40])=[C:9]([NH:11][C:12]([C:14]2[N:15]([CH3:38])[C:16]3[C:21]([CH:22]=2)=[CH:20][CH:19]=[CH:18][C:17]=3[CH2:23][N:24]2[CH2:29][CH2:28][N:27]([C:30]([C@@H:32]3[CH2:36][CH2:35][CH2:34][N:33]3[CH3:37])=[O:31])[CH2:26][CH2:25]2)=[O:13])[CH:10]=1)([CH3:4])([CH3:3])[CH3:2].CC(OI1(OC(C)=O)(OC(C)=O)OC(=O)C2C1=CC=CC=2)=O.C(=O)([O-])[O-].[K+].[K+]. (10) Given the product [Br:1][C:2]1[CH:7]=[CH:6][CH:5]=[CH:4][C:3]=1[CH2:8][C:9]([O:11][CH3:17])=[O:10], predict the reactants needed to synthesize it. The reactants are: [Br:1][C:2]1[CH:7]=[CH:6][CH:5]=[CH:4][C:3]=1[CH2:8][C:9]([OH:11])=[O:10].S(=O)(=O)(O)O.[CH3:17]O.